This data is from Peptide-MHC class II binding affinity with 134,281 pairs from IEDB. The task is: Regression. Given a peptide amino acid sequence and an MHC pseudo amino acid sequence, predict their binding affinity value. This is MHC class II binding data. (1) The peptide sequence is SVDLELSWNLNGLQAY. The MHC is DRB1_0802 with pseudo-sequence DRB1_0802. The binding affinity (normalized) is 0.498. (2) The peptide sequence is LMSTRRVLEREQIPT. The MHC is DRB1_0802 with pseudo-sequence DRB1_0802. The binding affinity (normalized) is 0.130.